Dataset: NCI-60 drug combinations with 297,098 pairs across 59 cell lines. Task: Regression. Given two drug SMILES strings and cell line genomic features, predict the synergy score measuring deviation from expected non-interaction effect. (1) Drug 1: CCN(CC)CCCC(C)NC1=C2C=C(C=CC2=NC3=C1C=CC(=C3)Cl)OC. Drug 2: CC1C(C(CC(O1)OC2CC(CC3=C2C(=C4C(=C3O)C(=O)C5=CC=CC=C5C4=O)O)(C(=O)C)O)N)O. Cell line: MALME-3M. Synergy scores: CSS=48.3, Synergy_ZIP=-0.539, Synergy_Bliss=-1.46, Synergy_Loewe=-25.3, Synergy_HSA=-1.01. (2) Drug 1: COC1=CC(=CC(=C1O)OC)C2C3C(COC3=O)C(C4=CC5=C(C=C24)OCO5)OC6C(C(C7C(O6)COC(O7)C8=CC=CS8)O)O. Drug 2: C(=O)(N)NO. Cell line: HT29. Synergy scores: CSS=46.3, Synergy_ZIP=-0.555, Synergy_Bliss=6.23, Synergy_Loewe=-27.5, Synergy_HSA=8.77.